From a dataset of Catalyst prediction with 721,799 reactions and 888 catalyst types from USPTO. Predict which catalyst facilitates the given reaction. (1) Reactant: [N+:1]([C:4]1[CH:5]=[C:6]2[C:11](=[CH:12][CH:13]=1)[N:10]=[CH:9][NH:8][C:7]2=[O:14])([O-])=O.CO. Product: [NH2:1][C:4]1[CH:5]=[C:6]2[C:11](=[CH:12][CH:13]=1)[N:10]=[CH:9][NH:8][C:7]2=[O:14]. The catalyst class is: 50. (2) Reactant: [CH3:1][O:2][C:3]([C:5]1[N:6]([CH3:23])[CH:7]=[C:8]([C:17]2[CH:22]=[CH:21][N:20]=[CH:19][CH:18]=2)[C:9]=1[C:10]1[CH:15]=[CH:14][C:13]([F:16])=[CH:12][CH:11]=1)=[O:4].C1C(=O)N([Br:31])C(=O)C1.CCOCC. Product: [CH3:1][O:2][C:3]([C:5]1[N:6]([CH3:23])[C:7]([Br:31])=[C:8]([C:17]2[CH:22]=[CH:21][N:20]=[CH:19][CH:18]=2)[C:9]=1[C:10]1[CH:11]=[CH:12][C:13]([F:16])=[CH:14][CH:15]=1)=[O:4]. The catalyst class is: 2. (3) Reactant: [C:1]([O:5][CH2:6][CH3:7])(=[O:4])[CH:2]=[O:3].[NH2:8][CH2:9][C@H:10](O)[CH3:11].[CH3:13][C:14]1[CH:15]=[CH:16][C:17]([N:23]2[N:27]=[CH:26][CH:25]=[N:24]2)=[C:18]([CH:22]=1)[C:19](O)=[O:20]. Product: [CH3:11][C@H:10]1[O:3][CH:2]([C:1]([O:5][CH2:6][CH3:7])=[O:4])[N:8]([C:19](=[O:20])[C:18]2[CH:22]=[C:14]([CH3:13])[CH:15]=[CH:16][C:17]=2[N:23]2[N:27]=[CH:26][CH:25]=[N:24]2)[CH2:9]1. The catalyst class is: 11.